This data is from Reaction yield outcomes from USPTO patents with 853,638 reactions. The task is: Predict the reaction yield, written as a fraction of the theoretical maximum amount of product (1.0 means a 100% yield; for example, 0.34 means a 34% yield). (1) The reactants are [F:1][C:2]1[CH:3]=[CH:4][C:5]([NH:8][NH2:9])=[N:6][CH:7]=1.CCN(C(C)C)C(C)C.[CH3:19][C@H:20]1[CH2:25][CH2:24][CH2:23][CH2:22][N:21]1[C:26](Cl)=[O:27].O. The catalyst is C(Cl)Cl.CO. The product is [F:1][C:2]1[CH:3]=[CH:4][C:5]([NH:8][NH:9][C:26]([N:21]2[CH2:22][CH2:23][CH2:24][CH2:25][C@@H:20]2[CH3:19])=[O:27])=[N:6][CH:7]=1. The yield is 0.570. (2) The reactants are [CH2:1]1[C:10]2[C:5](=[CH:6][CH:7]=[CH:8][CH:9]=2)[CH2:4][CH2:3][N:2]1[CH2:11][CH2:12][CH2:13][CH2:14][O:15][C:16]1[N:25]=[C:24]2[C:19]([CH:20]=[CH:21][C:22](=[O:26])[NH:23]2)=[CH:18][CH:17]=1.[F:27][C:28]([F:40])([F:39])C1C=CC=C2C=1CNCC2. No catalyst specified. The product is [F:27][C:28]([F:40])([F:39])[C:9]1[CH:8]=[CH:7][CH:6]=[C:5]2[C:10]=1[CH2:1][N:2]([CH2:11][CH2:12][CH2:13][CH2:14][O:15][C:16]1[N:25]=[C:24]3[C:19]([CH:20]=[CH:21][C:22](=[O:26])[NH:23]3)=[CH:18][CH:17]=1)[CH2:3][CH2:4]2. The yield is 0.290. (3) The reactants are [NH2:1][C:2]1[CH:3]=[N:4][CH:5]=[C:6]([Br:8])[CH:7]=1.CCN(C(C)C)C(C)C.[C:18](Cl)(=[O:25])[C:19]1[CH:24]=[CH:23][CH:22]=[CH:21][CH:20]=1. The catalyst is C(Cl)Cl. The product is [Br:8][C:6]1[CH:7]=[C:2]([NH:1][C:18](=[O:25])[C:19]2[CH:24]=[CH:23][CH:22]=[CH:21][CH:20]=2)[CH:3]=[N:4][CH:5]=1. The yield is 0.720. (4) The reactants are Cl.Cl.[F:3][C:4]1[CH:9]=[C:8]([F:10])[CH:7]=[CH:6][C:5]=1[C:11]1[N:12]=[N:13][N:14]2[C:19]=1[CH2:18][O:17][C@H:16]1[CH2:20][NH:21][CH2:22][C@H:15]21.CCN(C(C)C)C(C)C.[CH3:32][C:33]1[O:34][C:35]([CH3:41])=[CH:36][C:37]=1[C:38](Cl)=[O:39]. The catalyst is C(Cl)Cl. The product is [F:3][C:4]1[CH:9]=[C:8]([F:10])[CH:7]=[CH:6][C:5]=1[C:11]1[N:12]=[N:13][N:14]2[C:19]=1[CH2:18][O:17][C@H:16]1[CH2:20][N:21]([C:38]([C:37]3[CH:36]=[C:35]([CH3:41])[O:34][C:33]=3[CH3:32])=[O:39])[CH2:22][C@H:15]21. The yield is 0.990. (5) The reactants are Br[CH2:2][C:3]([C:5]1[C:10]([CH3:11])=[CH:9][C:8]([S:12]([C:15]2[CH:20]=[CH:19][C:18]([O:21][CH3:22])=[CH:17][CH:16]=2)(=[O:14])=[O:13])=[CH:7][C:6]=1[CH3:23])=O.[NH2:24][C:25]([NH2:27])=[S:26]. The catalyst is CCO. The product is [CH3:22][O:21][C:18]1[CH:19]=[CH:20][C:15]([S:12]([C:8]2[CH:9]=[C:10]([CH3:11])[C:5]([C:3]3[N:24]=[C:25]([NH2:27])[S:26][CH:2]=3)=[C:6]([CH3:23])[CH:7]=2)(=[O:14])=[O:13])=[CH:16][CH:17]=1. The yield is 0.650. (6) The catalyst is C(OCC)(=O)C. The yield is 0.900. The reactants are [OH:1][N:2]=[C:3]([C:15]1[C:19]([NH:20][CH2:21][CH2:22][O:23][CH3:24])=[N:18][O:17][N:16]=1)[NH:4][C:5]1[CH:10]=[CH:9][CH:8]=[C:7]([C:11]([F:14])([F:13])[F:12])[CH:6]=1.[C:25](N1C=CN=C1)(N1C=CN=C1)=[O:26]. The product is [CH3:24][O:23][CH2:22][CH2:21][NH:20][C:19]1[C:15]([C:3]2[N:4]([C:5]3[CH:10]=[CH:9][CH:8]=[C:7]([C:11]([F:13])([F:14])[F:12])[CH:6]=3)[C:25](=[O:26])[O:1][N:2]=2)=[N:16][O:17][N:18]=1. (7) The reactants are [CH3:1][O:2][NH:3][C:4]([C:6]1[C:7](=[O:38])[C:8]2[CH:13]=[N:12][C:11]([NH:14][C:15]3[CH:20]=[CH:19][C:18]([CH:21]4[CH2:26][CH2:25][NH:24][CH2:23][CH2:22]4)=[CH:17][CH:16]=3)=[N:10][C:9]=2[N:27]([C:29]2[CH:30]=[C:31]3[C:35](=[CH:36][CH:37]=2)[CH2:34][CH2:33][CH2:32]3)[CH:28]=1)=[O:5].[CH3:39][C:40]([CH3:42])=O.C(O[BH-](OC(=O)C)OC(=O)C)(=O)C.[Na+].C(O)(=O)C. The catalyst is ClC(Cl)C. The product is [CH3:1][O:2][NH:3][C:4]([C:6]1[C:7](=[O:38])[C:8]2[CH:13]=[N:12][C:11]([NH:14][C:15]3[CH:16]=[CH:17][C:18]([CH:21]4[CH2:26][CH2:25][N:24]([CH:40]([CH3:42])[CH3:39])[CH2:23][CH2:22]4)=[CH:19][CH:20]=3)=[N:10][C:9]=2[N:27]([C:29]2[CH:30]=[C:31]3[C:35](=[CH:36][CH:37]=2)[CH2:34][CH2:33][CH2:32]3)[CH:28]=1)=[O:5]. The yield is 0.110.